Task: Predict the product of the given reaction.. Dataset: Forward reaction prediction with 1.9M reactions from USPTO patents (1976-2016) (1) Given the reactants Br[CH2:2][CH2:3][CH:4]([C:9]1[S:10][C:11]2[CH:18]=[C:17]([C:19]([F:22])([F:21])[F:20])[CH:16]=[CH:15][C:12]=2[C:13]=1[CH3:14])[O:5][CH2:6][CH2:7][CH3:8].C(=O)([O-])[O-].[Cs+].[Cs+].[OH:29][C:30]1[CH:35]=[CH:34][C:33]([O:36][CH2:37][C:38]([O:40][CH2:41][CH3:42])=[O:39])=[C:32]([CH3:43])[CH:31]=1, predict the reaction product. The product is: [CH3:43][C:32]1[CH:31]=[C:30]([O:29][CH2:2][CH2:3][CH:4]([C:9]2[S:10][C:11]3[CH:18]=[C:17]([C:19]([F:22])([F:21])[F:20])[CH:16]=[CH:15][C:12]=3[C:13]=2[CH3:14])[O:5][CH2:6][CH2:7][CH3:8])[CH:35]=[CH:34][C:33]=1[O:36][CH2:37][C:38]([O:40][CH2:41][CH3:42])=[O:39]. (2) Given the reactants [CH3:1][N:2]1[CH:15]([CH3:16])[CH2:14][C:5]2[NH:6][C:7]3[CH:8]=[CH:9][C:10]([CH3:13])=[CH:11][C:12]=3[C:4]=2[CH2:3]1.[OH-].[K+].[F:19][C:20]([F:30])([F:29])[C:21]1[CH:26]=[CH:25][C:24]([CH:27]=[CH2:28])=[CH:23][N:22]=1.O, predict the reaction product. The product is: [CH3:1][N:2]1[CH:15]([CH3:16])[CH2:14][C:5]2[N:6]([CH2:28][CH2:27][C:24]3[CH:23]=[N:22][C:21]([C:20]([F:30])([F:19])[F:29])=[CH:26][CH:25]=3)[C:7]3[CH:8]=[CH:9][C:10]([CH3:13])=[CH:11][C:12]=3[C:4]=2[CH2:3]1. (3) Given the reactants [Cl:1][C:2]1[CH:7]=[CH:6][CH:5]=[CH:4][C:3]=1[C:8]1[N:26]([CH2:27][C@H:28]2C[CH2:32][CH2:31][N:30]([C:34]([O:36][C:37]([CH3:40])([CH3:39])[CH3:38])=[O:35])[CH2:29]2)[C:11]2[N:12]=[C:13]([NH:16][CH2:17][C:18]3[CH:23]=[CH:22][C:21]([F:24])=[C:20]([F:25])[CH:19]=3)[N:14]=[CH:15][C:10]=2[CH:9]=1.ClC1N=CC2C=C(C3C=CC=CC=3Cl)N(CC3[O:64]CCN(C(OC(C)(C)C)=O)C3)C=2N=1, predict the reaction product. The product is: [Cl:1][C:2]1[CH:7]=[CH:6][CH:5]=[CH:4][C:3]=1[C:8]1[N:26]([CH2:27][CH:28]2[O:64][CH2:32][CH2:31][N:30]([C:34]([O:36][C:37]([CH3:39])([CH3:38])[CH3:40])=[O:35])[CH2:29]2)[C:11]2[N:12]=[C:13]([NH:16][CH2:17][C:18]3[CH:23]=[CH:22][C:21]([F:24])=[C:20]([F:25])[CH:19]=3)[N:14]=[CH:15][C:10]=2[CH:9]=1. (4) Given the reactants [H-].[Al+3].[Li+].[H-].[H-].[H-].[NH:7]1[C:15]2[C:10](=[CH:11][C:12]([O:16][CH:17]3[CH2:22][CH2:21][CH:20]([C:23](OCC)=[O:24])[CH2:19][CH2:18]3)=[CH:13][CH:14]=2)[CH:9]=[N:8]1.O.[OH-].[Na+], predict the reaction product. The product is: [NH:7]1[C:15]2[C:10](=[CH:11][C:12]([O:16][CH:17]3[CH2:18][CH2:19][CH:20]([CH2:23][OH:24])[CH2:21][CH2:22]3)=[CH:13][CH:14]=2)[CH:9]=[N:8]1. (5) Given the reactants NN.CC([CH2:7][N:8]([CH2:12][CH:13]([N:21]1C(=O)C2C(=CC=CC=2)C1=O)[CH2:14][C:15]1[CH:20]=[CH:19][CH:18]=[CH:17][CH:16]=1)[C:9](=[O:11])[O-:10])(C)C, predict the reaction product. The product is: [NH2:21][CH:13]([CH2:14][C:15]1[CH:16]=[CH:17][CH:18]=[CH:19][CH:20]=1)[CH2:12][N:8]([CH3:7])[C:9](=[O:11])[O:10][C:15]([CH3:20])([CH3:16])[CH3:14]. (6) Given the reactants O=[CH:2][C:3](=[CH2:5])[CH3:4].[C:6]([O:10][C:11](=[O:14])[NH:12][NH2:13])([CH3:9])([CH3:8])[CH3:7], predict the reaction product. The product is: [C:6]([O:10][C:11]([NH:12]/[N:13]=[CH:4]/[C:3]([CH3:5])=[CH2:2])=[O:14])([CH3:9])([CH3:8])[CH3:7].